From a dataset of Reaction yield outcomes from USPTO patents with 853,638 reactions. Predict the reaction yield, written as a fraction of the theoretical maximum amount of product (1.0 means a 100% yield; for example, 0.34 means a 34% yield). (1) The reactants are [CH2:1]([O:3][C:4]1[C:5]([NH:10][C:11]2[CH:24]=[C:23]3[C:14]([O:15][C:16]4[C:17]([F:33])=[CH:18][C:19]([O:31][CH3:32])=[CH:20][C:21]=4[C@:22]3([NH:28][C:29]#[N:30])[CH2:25][CH2:26][OH:27])=[CH:13][CH:12]=2)=[N:6][CH:7]=[CH:8][CH:9]=1)[CH3:2]. The catalyst is CO.Cl. The product is [CH2:1]([O:3][C:4]1[C:5]([NH:10][C:11]2[CH:24]=[C:23]3[C:14]([O:15][C:16]4[C:17]([F:33])=[CH:18][C:19]([O:31][CH3:32])=[CH:20][C:21]=4[C@@:22]43[CH2:25][CH2:26][O:27][C:29]([NH2:30])=[N:28]4)=[CH:13][CH:12]=2)=[N:6][CH:7]=[CH:8][CH:9]=1)[CH3:2]. The yield is 0.250. (2) The reactants are [CH3:1][N:2]1[C:10](=[O:11])[C:9]2[N:8]([CH2:12][O:13][CH2:14][CH2:15][Si:16]([CH3:19])([CH3:18])[CH3:17])[C:7]([S:20][CH2:21][C:22]([NH:24][CH:25]([CH2:28][CH3:29])[CH2:26][OH:27])=[O:23])=[N:6][C:5]=2[N:4]([CH3:30])[C:3]1=[O:31].CC(OI1(OC(C)=O)(OC(C)=O)OC(=O)C2C=CC=CC1=2)=O. The catalyst is C(Cl)Cl.O. The product is [CH3:1][N:2]1[C:10](=[O:11])[C:9]2[N:8]([CH2:12][O:13][CH2:14][CH2:15][Si:16]([CH3:19])([CH3:18])[CH3:17])[C:7]([S:20][CH2:21][C:22]([NH:24][CH:25]([CH2:28][CH3:29])[CH:26]=[O:27])=[O:23])=[N:6][C:5]=2[N:4]([CH3:30])[C:3]1=[O:31]. The yield is 0.961. (3) The reactants are [OH:1][C:2]1[CH:9]=[CH:8][C:5]([CH:6]=[O:7])=[CH:4][CH:3]=1.[C:10](OC(=O)C)(=[O:12])[CH3:11]. The catalyst is N1C=CC=CC=1. The product is [C:10]([O:1][C:2]1[CH:9]=[CH:8][C:5]([CH:6]=[O:7])=[CH:4][CH:3]=1)(=[O:12])[CH3:11]. The yield is 0.930. (4) The reactants are [CH2:1]([O:3][C:4]1[N:9]=[CH:8][C:7]([S:10]([N:13]2[CH2:18][CH2:17][N:16]([CH2:19][CH3:20])[CH2:15][CH2:14]2)(=[O:12])=[O:11])=[CH:6][C:5]=1[CH:21]1[NH:26][C:25]2=[C:27]([CH2:37][CH3:38])[N:28]([CH2:30][C:31]3[CH:36]=[CH:35][CH:34]=[CH:33][N:32]=3)[N:29]=[C:24]2[C:23](=[O:39])[NH:22]1)[CH3:2].FC(F)(F)C(O)=O. The catalyst is C1(C)C=CC=CC=1.[Pd]. The product is [CH2:1]([O:3][C:4]1[N:9]=[CH:8][C:7]([S:10]([N:13]2[CH2:18][CH2:17][N:16]([CH2:19][CH3:20])[CH2:15][CH2:14]2)(=[O:11])=[O:12])=[CH:6][C:5]=1[C:21]1[NH:22][C:23](=[O:39])[C:24]2[C:25](=[C:27]([CH2:37][CH3:38])[N:28]([CH2:30][C:31]3[CH:36]=[CH:35][CH:34]=[CH:33][N:32]=3)[N:29]=2)[N:26]=1)[CH3:2]. The yield is 0.840. (5) The reactants are [CH2:1]([OH:13])[CH2:2][O:3][CH2:4][CH2:5][O:6][CH2:7][CH2:8][O:9][CH2:10][CH2:11][OH:12].N1C=CN=C1.[CH3:19][C:20]([Si:23](Cl)([C:30]1[CH:35]=[CH:34][CH:33]=[CH:32][CH:31]=1)[C:24]1[CH:29]=[CH:28][CH:27]=[CH:26][CH:25]=1)([CH3:22])[CH3:21]. The product is [Si:23]([O:12][CH2:11][CH2:10][O:9][CH2:8][CH2:7][O:6][CH2:5][CH2:4][O:3][CH2:2][CH2:1][OH:13])([C:20]([CH3:22])([CH3:21])[CH3:19])([C:30]1[CH:31]=[CH:32][CH:33]=[CH:34][CH:35]=1)[C:24]1[CH:29]=[CH:28][CH:27]=[CH:26][CH:25]=1. The yield is 0.490. The catalyst is CN(C)C=O.